Dataset: Full USPTO retrosynthesis dataset with 1.9M reactions from patents (1976-2016). Task: Predict the reactants needed to synthesize the given product. (1) Given the product [CH:1]1([C:7]2[N:12]([C:13]3[CH:14]=[C:15]([Cl:20])[CH:16]=[C:17]([Cl:19])[CH:18]=3)[C:11](=[O:21])[C:10]([C:36]([NH:37][CH2:51][C:52]([OH:54])=[O:53])=[O:62])=[C:9]([OH:22])[N:8]=2)[CH2:2][CH2:3][CH2:4][CH2:5][CH2:6]1, predict the reactants needed to synthesize it. The reactants are: [CH:1]1([C:7]2[N:12]([C:13]3[CH:18]=[C:17]([Cl:19])[CH:16]=[C:15]([Cl:20])[CH:14]=3)[C:11](=[O:21])[CH:10]=[C:9]([OH:22])[N:8]=2)[CH2:6][CH2:5][CH2:4][CH2:3][CH2:2]1.[Cl-].C[Al+]C.CCCCCC.ClC1C=[C:36](C=C(Cl)C=1)[NH2:37].C1(C#N)CCCCC1.C(OCC)(=O)[CH2:51][C:52]([O:54]CC)=[O:53].C[O-:62].[Na+]. (2) Given the product [F:1][C:2]1[CH:3]=[C:4]([N:14]2[CH2:23][CH2:22][C:21]3[C:16](=[CH:17][CH:18]=[C:19]([O:24][CH2:25][C@@H:26]4[CH2:30][CH2:29][CH2:28][O:27]4)[CH:20]=3)[C:15]2=[O:31])[CH:5]=[CH:6][C:7]=1[N:8]1[CH2:12][CH2:11][CH:10]([N:32]2[CH2:37][CH2:36][CH:35]([OH:38])[CH2:34][CH2:33]2)[CH2:9]1, predict the reactants needed to synthesize it. The reactants are: [F:1][C:2]1[CH:3]=[C:4]([N:14]2[CH2:23][CH2:22][C:21]3[C:16](=[CH:17][CH:18]=[C:19]([O:24][CH2:25][C@@H:26]4[CH2:30][CH2:29][CH2:28][O:27]4)[CH:20]=3)[C:15]2=[O:31])[CH:5]=[CH:6][C:7]=1[N:8]1[CH2:12][CH2:11][C:10](=O)[CH2:9]1.[NH:32]1[CH2:37][CH2:36][CH:35]([OH:38])[CH2:34][CH2:33]1. (3) Given the product [C:27]([O:31][C:32](=[O:46])[NH:33][C@@H:34]1[C@@H:38]([N:39]2[CH2:44][CH2:43][CH2:42][CH2:41][C:40]2=[O:45])[CH2:37][N:36]([C:2]2[CH:7]=[N:6][C:5]([O:8][CH2:9][CH2:10][C@H:11]([CH:13]3[CH2:18][CH2:17][N:16]([C:19]4[O:23][N:22]=[C:21]([CH:24]([CH3:26])[CH3:25])[N:20]=4)[CH2:15][CH2:14]3)[CH3:12])=[CH:4][N:3]=2)[CH2:35]1)([CH3:30])([CH3:28])[CH3:29], predict the reactants needed to synthesize it. The reactants are: Br[C:2]1[CH:7]=[N:6][C:5]([O:8][CH2:9][CH2:10][C@H:11]([CH:13]2[CH2:18][CH2:17][N:16]([C:19]3[O:23][N:22]=[C:21]([CH:24]([CH3:26])[CH3:25])[N:20]=3)[CH2:15][CH2:14]2)[CH3:12])=[CH:4][N:3]=1.[C:27]([O:31][C:32](=[O:46])[NH:33][C@@H:34]1[C@@H:38]([N:39]2[CH2:44][CH2:43][CH2:42][CH2:41][C:40]2=[O:45])[CH2:37][NH:36][CH2:35]1)([CH3:30])([CH3:29])[CH3:28].CC(C)([O-])C.[K+].C(N1CCN2CCN(CC(C)C)P1N(CC(C)C)CC2)C(C)C. (4) Given the product [CH2:4]([NH:1][C:2]([N:10]1[C:11]2[C:16](=[CH:15][CH:14]=[C:13]([C:17]3[N:21]([C:22]4[CH:23]=[CH:24][C:25]([S:28]([CH3:31])(=[O:30])=[O:29])=[CH:26][CH:27]=4)[N:20]=[CH:19][CH:18]=3)[CH:12]=2)[C:8]([CH2:6][CH3:7])=[N:9]1)=[O:3])[CH3:5], predict the reactants needed to synthesize it. The reactants are: [N:1]([CH2:4][CH3:5])=[C:2]=[O:3].[CH2:6]([C:8]1[C:16]2[C:11](=[CH:12][C:13]([C:17]3[N:21]([C:22]4[CH:27]=[CH:26][C:25]([S:28]([CH3:31])(=[O:30])=[O:29])=[CH:24][CH:23]=4)[N:20]=[CH:19][CH:18]=3)=[CH:14][CH:15]=2)[NH:10][N:9]=1)[CH3:7].O.C(OCC)(=O)C. (5) Given the product [F:23][C:24]1[CH:32]=[CH:31][C:27]([C:28]([N:11]2[CH2:12][CH2:13][CH:9]([C:7](=[O:8])[C:6]3[CH:5]=[CH:4][C:3]([F:2])=[CH:15][CH:14]=3)[CH2:10]2)=[O:29])=[CH:26][CH:25]=1, predict the reactants needed to synthesize it. The reactants are: Cl.[F:2][C:3]1[CH:15]=[CH:14][C:6]([C:7]([CH:9]2[CH2:13][CH2:12][NH:11][CH2:10]2)=[O:8])=[CH:5][CH:4]=1.C(N(CC)CC)C.[F:23][C:24]1[CH:32]=[CH:31][C:27]([C:28](Cl)=[O:29])=[CH:26][CH:25]=1. (6) Given the product [NH2:9][C@H:8]1[C@H:2]([F:1])[CH2:3][O:4][C@H:5]([C:17]2[N:21]([CH3:22])[N:20]=[CH:19][C:18]=2[NH:23][C:47](=[O:48])[C:45]2[CH:44]=[CH:43][C:42]([F:50])=[C:41]([C:28]3[C:29]([F:40])=[CH:30][C:31]([O:33][CH:34]4[CH2:35][CH2:36][O:37][CH2:38][CH2:39]4)=[CH:32][C:27]=3[F:26])[N:46]=2)[CH2:6][CH2:7]1, predict the reactants needed to synthesize it. The reactants are: [F:1][C@H:2]1[C@H:8]([NH:9]C(=O)OC(C)(C)C)[CH2:7][CH2:6][C@@H:5]([C:17]2[N:21]([CH3:22])[N:20]=[CH:19][C:18]=2[N+:23]([O-])=O)[O:4][CH2:3]1.[F:26][C:27]1[CH:32]=[C:31]([O:33][CH:34]2[CH2:39][CH2:38][O:37][CH2:36][CH2:35]2)[CH:30]=[C:29]([F:40])[C:28]=1[C:41]1[N:46]=[C:45]([C:47](O)=[O:48])[CH:44]=[CH:43][C:42]=1[F:50]. (7) The reactants are: C(N(CC)CC)C.[CH:8]([C:10]1[C:18]2[C:13](=[CH:14][CH:15]=[CH:16][CH:17]=2)[N:12](C(OC(C)(C)C)=O)[CH:11]=1)=[O:9].[CH3:26][O:27][C:28]1[CH:29]=[C:30]([CH:39]=[CH:40][CH:41]=1)[N:31]=[CH:32][C:33]1[CH:34]=[N:35][CH:36]=[N:37][CH:38]=1. Given the product [NH:12]1[C:13]2[C:18](=[CH:17][CH:16]=[CH:15][CH:14]=2)[C:10]([C:8](=[O:9])[CH:32]([NH:31][C:30]2[CH:39]=[CH:40][CH:41]=[C:28]([O:27][CH3:26])[CH:29]=2)[C:33]2[CH:34]=[N:35][CH:36]=[N:37][CH:38]=2)=[CH:11]1, predict the reactants needed to synthesize it.